This data is from Reaction yield outcomes from USPTO patents with 853,638 reactions. The task is: Predict the reaction yield, written as a fraction of the theoretical maximum amount of product (1.0 means a 100% yield; for example, 0.34 means a 34% yield). The reactants are [C:1]([C:3]1[CH:4]=[C:5]([S:9]([N:12]2[C:16]([C:17]3[C:18]([C:23]#[N:24])=[N:19][CH:20]=[CH:21][CH:22]=3)=[C:15]([F:25])[C:14]([CH2:26][N:27](C)[C:28](=O)OC(C)(C)C)=[CH:13]2)(=[O:11])=[O:10])[CH:6]=[CH:7][CH:8]=1)#[N:2].C(OCC)(=O)C.[ClH:42]. The catalyst is C(OCC)(=O)C.CC(O)C. The product is [ClH:42].[C:1]([C:3]1[CH:4]=[C:5]([S:9]([N:12]2[CH:13]=[C:14]([CH2:26][NH:27][CH3:28])[C:15]([F:25])=[C:16]2[C:17]2[C:18]([C:23]#[N:24])=[N:19][CH:20]=[CH:21][CH:22]=2)(=[O:11])=[O:10])[CH:6]=[CH:7][CH:8]=1)#[N:2]. The yield is 0.790.